This data is from Reaction yield outcomes from USPTO patents with 853,638 reactions. The task is: Predict the reaction yield, written as a fraction of the theoretical maximum amount of product (1.0 means a 100% yield; for example, 0.34 means a 34% yield). (1) The reactants are FC1C=CC=CC=1C(Cl)=O.[CH:11]1([CH2:14][C:15](Cl)=[O:16])[CH2:13][CH2:12]1.[NH2:18][C:19]1[CH:20]=[C:21]([CH:32]=[CH:33][N:34]=1)[C:22]([NH:24][CH2:25][C:26]1[CH:31]=[CH:30][CH:29]=[CH:28][CH:27]=1)=[O:23]. No catalyst specified. The product is [CH2:25]([NH:24][C:22](=[O:23])[C:21]1[CH:32]=[CH:33][N:34]=[C:19]([NH:18][C:15](=[O:16])[CH2:14][CH:11]2[CH2:13][CH2:12]2)[CH:20]=1)[C:26]1[CH:31]=[CH:30][CH:29]=[CH:28][CH:27]=1. The yield is 0.570. (2) The reactants are [Br:1][C:2]1[CH:7]=[CH:6][C:5]([C:8]([C:10]2[CH:15]=[CH:14][C:13]([OH:16])=[C:12]([Cl:17])[CH:11]=2)=O)=[CH:4][CH:3]=1.[CH3:18][C:19]1([CH3:28])[CH2:24][C:23](=O)[CH2:22][C:21]([CH3:27])([CH3:26])[O:20]1.C([O-])([O-])=O.[K+].[K+]. The catalyst is C1COCC1.[Zn].Cl[Ti](Cl)(Cl)Cl. The product is [Br:1][C:2]1[CH:7]=[CH:6][C:5]([C:8](=[C:23]2[CH2:22][C:21]([CH3:27])([CH3:26])[O:20][C:19]([CH3:28])([CH3:18])[CH2:24]2)[C:10]2[CH:15]=[CH:14][C:13]([OH:16])=[C:12]([Cl:17])[CH:11]=2)=[CH:4][CH:3]=1. The yield is 0.960. (3) The reactants are [C:1]([O:7][CH2:8][N:9]1[C:13]2[N:14]=[CH:15][N:16]=[C:17]([C:18]3[CH:19]=[N:20][N:21](C(OCC)C)[CH:22]=3)[C:12]=2[CH:11]=[CH:10]1)(=[O:6])[C:2]([CH3:5])([CH3:4])[CH3:3].C1COCC1.[OH-].[Na+]. The catalyst is Cl. The product is [C:1]([O:7][CH2:8][N:9]1[C:13]2[N:14]=[CH:15][N:16]=[C:17]([C:18]3[CH:19]=[N:20][NH:21][CH:22]=3)[C:12]=2[CH:11]=[CH:10]1)(=[O:6])[C:2]([CH3:5])([CH3:4])[CH3:3]. The yield is 0.770. (4) The catalyst is C(Cl)Cl.C(OCC)(=O)C. The reactants are [C:1]([N:8]1[CH2:13][CH2:12][N:11]([C:14]2[CH:19]=[CH:18][CH:17]=[CH:16][C:15]=2[NH2:20])[CH2:10][CH2:9]1)([O:3][C:4]([CH3:7])([CH3:6])[CH3:5])=[O:2].C(N(CC)CC)C.[CH2:28]([S:30](Cl)(=[O:32])=[O:31])[CH3:29]. The yield is 0.450. The product is [C:1]([N:8]1[CH2:13][CH2:12][N:11]([C:14]2[CH:19]=[CH:18][CH:17]=[CH:16][C:15]=2[NH:20][S:30]([CH2:28][CH3:29])(=[O:32])=[O:31])[CH2:10][CH2:9]1)([O:3][C:4]([CH3:7])([CH3:6])[CH3:5])=[O:2]. (5) The catalyst is ClCCl.CN(C=O)C. The reactants are [Cl:1][C:2]1[CH:3]=[C:4]2[C:9](=[CH:10][C:11]=1[O:12][C:13]1[CH:21]=[CH:20][C:16]([C:17](O)=[O:18])=[CH:15][CH:14]=1)[O:8][CH2:7][CH2:6][CH:5]2[C:22]([O:24][CH2:25][CH3:26])=[O:23].C(Cl)(=O)C(Cl)=O.[C:33]1([C:42]2[CH:47]=[CH:46][CH:45]=[CH:44][CH:43]=2)[CH:38]=[CH:37][C:36]([CH2:39][CH2:40][NH2:41])=[CH:35][CH:34]=1.C(N(CC)CC)C. The product is [C:33]1([C:42]2[CH:43]=[CH:44][CH:45]=[CH:46][CH:47]=2)[CH:34]=[CH:35][C:36]([CH2:39][CH2:40][NH:41][C:17]([C:16]2[CH:15]=[CH:14][C:13]([O:12][C:11]3[CH:10]=[C:9]4[C:4]([CH:5]([C:22]([O:24][CH2:25][CH3:26])=[O:23])[CH2:6][CH2:7][O:8]4)=[CH:3][C:2]=3[Cl:1])=[CH:21][CH:20]=2)=[O:18])=[CH:37][CH:38]=1. The yield is 0.850. (6) The reactants are [CH3:1][N:2]([S:15]([C:18]1[S:19][CH:20]=[CH:21][CH:22]=1)(=[O:17])=[O:16])[C:3]1[CH:4]=[CH:5][CH:6]=[C:7]2[C:11]=1[NH:10][C:9]([C:12](=[S:14])[NH2:13])=[CH:8]2.[C:23]([O:28][CH2:29][CH3:30])(=[O:27])[C:24]#[C:25][CH3:26].C(P(CCCC)CCCC)CCC.O1CCCC1. The catalyst is C1(C)C=CC=CC=1. The product is [CH3:1][N:2]([S:15]([C:18]1[S:19][CH:20]=[CH:21][CH:22]=1)(=[O:17])=[O:16])[C:3]1[CH:4]=[CH:5][CH:6]=[C:7]2[C:11]=1[NH:10][C:9]([C:12]1[S:14][CH:25]([CH2:24][C:23]([O:28][CH2:29][CH3:30])=[O:27])[CH2:26][N:13]=1)=[CH:8]2. The yield is 0.500.